Dataset: Reaction yield outcomes from USPTO patents with 853,638 reactions. Task: Predict the reaction yield, written as a fraction of the theoretical maximum amount of product (1.0 means a 100% yield; for example, 0.34 means a 34% yield). (1) The reactants are [O:1]1[C:5]2[CH:6]=[CH:7][C:8]([CH:10]=[O:11])=[CH:9][C:4]=2[CH2:3][CH2:2]1.C([O-])(=O)C.[Na+].[Br:17]Br. The catalyst is C(O)(=O)C.S([O-])([O-])(=O)=S.[Na+].[Na+]. The product is [Br:17][C:6]1[C:5]2[O:1][CH2:2][CH2:3][C:4]=2[CH:9]=[C:8]([CH:10]=[O:11])[CH:7]=1. The yield is 0.910. (2) The reactants are [Cl:1][C:2]1[N:7]=[CH:6][C:5]([NH2:8])=[CH:4][CH:3]=1.[CH3:9][C:10]([O:13][C:14](O[C:14]([O:13][C:10]([CH3:12])([CH3:11])[CH3:9])=[O:15])=[O:15])([CH3:12])[CH3:11].O. The catalyst is O1CCOCC1. The product is [Cl:1][C:2]1[N:7]=[CH:6][C:5]([NH:8][C:14](=[O:15])[O:13][C:10]([CH3:12])([CH3:11])[CH3:9])=[CH:4][CH:3]=1. The yield is 0.782. (3) The reactants are [N:1]1N=N[N:4]2[CH:9]=[CH:8][C:7]3[NH:10][CH:11]=[N:12][C:6]=3[C:5]=12. The catalyst is Cl.[Pd]. The product is [NH2:1][C:5]1[C:6]2[N:12]=[CH:11][NH:10][C:7]=2[CH:8]=[CH:9][N:4]=1. The yield is 0.990. (4) The reactants are [CH:1]([O:14][C:15]([C:17]1([O:20]/[N:21]=[C:22](/[C:26]2[N:27]=[C:28]([NH:31][C:32]([O:34][C:35]([CH3:38])([CH3:37])[CH3:36])=[O:33])[S:29][CH:30]=2)\[C:23](O)=[O:24])[CH2:19][CH2:18]1)=[O:16])([C:8]1[CH:13]=[CH:12][CH:11]=[CH:10][CH:9]=1)[C:2]1[CH:7]=[CH:6][CH:5]=[CH:4][CH:3]=1.CCN(C(C)C)C(C)C.CN(C(ON1N=NC2C=CC=NC1=2)=[N+](C)C)C.F[P-](F)(F)(F)(F)F.[NH2:72][C@H:73]1[C@@H:76]([CH2:77][N:78]2[N:82]=[C:81]([CH2:83][OH:84])[CH:80]=[N:79]2)[NH:75][C:74]1=[O:85]. The catalyst is C(Cl)Cl.CN(C=O)C. The product is [C:35]([O:34][C:32]([NH:31][C:28]1[S:29][CH:30]=[C:26](/[C:22](=[N:21]/[O:20][C:17]2([C:15]([O:14][CH:1]([C:2]3[CH:3]=[CH:4][CH:5]=[CH:6][CH:7]=3)[C:8]3[CH:9]=[CH:10][CH:11]=[CH:12][CH:13]=3)=[O:16])[CH2:18][CH2:19]2)/[C:23]([NH:72][C@@H:73]2[C:74](=[O:85])[NH:75][C@@H:76]2[CH2:77][N:78]2[N:82]=[C:81]([CH2:83][OH:84])[CH:80]=[N:79]2)=[O:24])[N:27]=1)=[O:33])([CH3:37])([CH3:36])[CH3:38]. The yield is 0.860. (5) The reactants are C[O:2][C:3](=[O:15])[CH2:4][C:5]1[CH:14]=[CH:13][CH:12]=[C:11]2[C:6]=1[CH:7]=[CH:8][N:9]=[CH:10]2.[OH-].[Na+]. The catalyst is C(O)(=O)C. The product is [CH:10]1[C:11]2[C:6](=[C:5]([CH2:4][C:3]([OH:15])=[O:2])[CH:14]=[CH:13][CH:12]=2)[CH:7]=[CH:8][N:9]=1. The yield is 0.470. (6) The reactants are CS(O[CH2:6][CH2:7][O:8][C:9]1[C:17]2[C:12](=[N:13][CH:14]=[N:15][C:16]=2[NH:18][C:19]2[CH:24]=[CH:23][C:22]([O:25][CH2:26][C:27]3[CH:32]=[CH:31][CH:30]=[CH:29][N:28]=3)=[C:21]([CH2:33][CH3:34])[CH:20]=2)[NH:11][N:10]=1)(=O)=O.[CH3:35][N:36]1[CH2:41][CH2:40][NH:39][CH2:38][CH2:37]1. No catalyst specified. The product is [CH2:33]([C:21]1[CH:20]=[C:19]([NH:18][C:16]2[N:15]=[CH:14][N:13]=[C:12]3[NH:11][N:10]=[C:9]([O:8][CH2:7][CH2:6][N:39]4[CH2:40][CH2:41][N:36]([CH3:35])[CH2:37][CH2:38]4)[C:17]=23)[CH:24]=[CH:23][C:22]=1[O:25][CH2:26][C:27]1[CH:32]=[CH:31][CH:30]=[CH:29][N:28]=1)[CH3:34]. The yield is 0.440.